This data is from Full USPTO retrosynthesis dataset with 1.9M reactions from patents (1976-2016). The task is: Predict the reactants needed to synthesize the given product. (1) Given the product [Cl-:34].[CH3:10][C:7]1[N:6]2[N:11]=[C:12]([CH2:14][P+:15]([C:16]3[CH:21]=[CH:20][CH:19]=[CH:18][CH:17]=3)([C:28]3[CH:29]=[CH:30][CH:31]=[CH:32][CH:33]=3)[C:22]3[CH:27]=[CH:26][CH:25]=[CH:24][CH:23]=3)[N:13]=[C:5]2[CH:4]=[CH:9][CH:8]=1, predict the reactants needed to synthesize it. The reactants are: [Cl-].C([C:4]1[C:5]2[N:6]([N:11]=[C:12]([CH2:14][P+:15]([C:28]3[CH:33]=[CH:32][CH:31]=[CH:30][CH:29]=3)([C:22]3[CH:27]=[CH:26][CH:25]=[CH:24][CH:23]=3)[C:16]3[CH:21]=[CH:20][CH:19]=[CH:18][CH:17]=3)[N:13]=2)[C:7]([CH3:10])=[CH:8][CH:9]=1)C.[Cl:34]CC1N=C2C(CC)=CC=C(C)N2N=1. (2) Given the product [CH3:34][O:35][C:36]([CH:38]1[CH2:46][C:45]2[C:40](=[CH:41][CH:42]=[CH:43][C:44]=2[S:47]([N:31]2[CH:29]3[CH2:28][CH2:27][CH2:26][CH:25]2[CH2:24][N:23]([C:20]2[CH:21]=[CH:22][C:17]([O:16][C:15]([F:14])([F:32])[F:33])=[CH:18][CH:19]=2)[CH2:30]3)(=[O:49])=[O:48])[CH2:39]1)=[O:37], predict the reactants needed to synthesize it. The reactants are: COC(C1CC2C(=CC=CC=2)C1)=O.[F:14][C:15]([F:33])([F:32])[O:16][C:17]1[CH:22]=[CH:21][C:20]([N:23]2[CH2:30][CH:29]3[NH:31][CH:25]([CH2:26][CH2:27][CH2:28]3)[CH2:24]2)=[CH:19][CH:18]=1.[CH3:34][O:35][C:36]([CH:38]1[CH2:46][C:45]2[C:40](=[CH:41][CH:42]=[CH:43][C:44]=2[S:47](Cl)(=[O:49])=[O:48])[CH2:39]1)=[O:37].C(=O)([O-])[O-].[K+].[K+]. (3) Given the product [C:36]([O:35][C:33]([N:23]([CH2:24][C:25]1[C:30]([Cl:31])=[CH:29][CH:28]=[CH:27][C:26]=1[Cl:32])[C:4]1[C:5]([N:8]([C:16]([O:18][C:19]([CH3:22])([CH3:21])[CH3:20])=[O:17])[C:9]([O:11][C:12]([CH3:13])([CH3:14])[CH3:15])=[O:10])=[N:6][CH:7]=[C:2]([C:48]2[CH:49]=[N:50][N:51]([CH2:53][CH2:54][OH:55])[CH:52]=2)[N:3]=1)=[O:34])([CH3:37])([CH3:39])[CH3:38], predict the reactants needed to synthesize it. The reactants are: Br[C:2]1[N:3]=[C:4]([N:23]([C:33]([O:35][C:36]([CH3:39])([CH3:38])[CH3:37])=[O:34])[CH2:24][C:25]2[C:30]([Cl:31])=[CH:29][CH:28]=[CH:27][C:26]=2[Cl:32])[C:5]([N:8]([C:16]([O:18][C:19]([CH3:22])([CH3:21])[CH3:20])=[O:17])[C:9]([O:11][C:12]([CH3:15])([CH3:14])[CH3:13])=[O:10])=[N:6][CH:7]=1.CC1(C)C(C)(C)OB([C:48]2[CH:49]=[N:50][N:51]([CH2:53][CH2:54][OH:55])[CH:52]=2)O1.C([O-])([O-])=O.[Na+].[Na+].CCOC(C)=O. (4) Given the product [CH:1]([C:4]1[CH:9]=[CH:8][CH:7]=[C:6]([CH3:10])[C:5]=1[N:11]=[C:12]([C:14]1[CH:15]=[CH:16][CH:17]=[C:18]([C:20](=[N:32][C:27]2[CH:28]=[CH:29][CH:30]=[CH:31][C:26]=2[CH:23]([CH3:25])[CH3:24])[CH3:21])[N:19]=1)[CH3:13])([CH3:3])[CH3:2], predict the reactants needed to synthesize it. The reactants are: [CH:1]([C:4]1[CH:9]=[CH:8][CH:7]=[C:6]([CH3:10])[C:5]=1[N:11]=[C:12]([C:14]1[N:19]=[C:18]([C:20](=O)[CH3:21])[CH:17]=[CH:16][CH:15]=1)[CH3:13])([CH3:3])[CH3:2].[CH:23]([C:26]1[CH:31]=[CH:30][CH:29]=[CH:28][C:27]=1[NH2:32])([CH3:25])[CH3:24]. (5) Given the product [CH2:1]([O:8][CH2:9][C:10]1([C:22]([O:24][C:26]2[CH:35]=[C:34]3[C:29]([CH2:30][CH2:31][N:32]([C:36]([O:38][C:39]([CH3:42])([CH3:41])[CH3:40])=[O:37])[CH2:33]3)=[CH:28][CH:27]=2)=[O:23])[CH2:15][CH2:14][N:13]([C:16]2[CH:21]=[CH:20][N:19]=[CH:18][CH:17]=2)[CH2:12][CH2:11]1)[C:2]1[CH:7]=[CH:6][CH:5]=[CH:4][CH:3]=1, predict the reactants needed to synthesize it. The reactants are: [CH2:1]([O:8][CH2:9][C:10]1([C:22]([OH:24])=[O:23])[CH2:15][CH2:14][N:13]([C:16]2[CH:21]=[CH:20][N:19]=[CH:18][CH:17]=2)[CH2:12][CH2:11]1)[C:2]1[CH:7]=[CH:6][CH:5]=[CH:4][CH:3]=1.O[C:26]1[CH:35]=[C:34]2[C:29]([CH2:30][CH2:31][N:32]([C:36]([O:38][C:39]([CH3:42])([CH3:41])[CH3:40])=[O:37])[CH2:33]2)=[CH:28][CH:27]=1.C1CCC(N=C=NC2CCCCC2)CC1. (6) Given the product [CH3:9][C:4]1[N:3]=[C:2]2[N:1]=[C:11]([SH:12])[O:8][C:7]2=[CH:6][CH:5]=1, predict the reactants needed to synthesize it. The reactants are: [NH2:1][C:2]1[C:7]([OH:8])=[CH:6][CH:5]=[C:4]([CH3:9])[N:3]=1.O(CC)[C:11]([S-])=[S:12].[K+]. (7) Given the product [CH:30]1[C:42]2[CH:41]([CH2:43][O:44][C:45]([NH:47][CH2:48][C:49]3[CH:50]=[CH:51][C:52]([C:1]([NH:18][CH2:19][CH2:20][C:21]([OH:23])=[O:22])=[O:2])=[CH:56][CH:57]=3)=[O:46])[C:40]3[C:35](=[CH:36][CH:37]=[CH:38][CH:39]=3)[C:34]=2[CH:33]=[CH:32][CH:31]=1, predict the reactants needed to synthesize it. The reactants are: [C:1]([NH:18][CH2:19][CH2:20][C:21]([OH:23])=[O:22])(OCC1C2C(=CC=CC=2)C2C1=CC=CC=2)=[O:2].N1CCCCC1.[CH:30]1[C:42]2[CH:41]([CH2:43][O:44][C:45]([NH:47][CH2:48][C:49]3[CH:57]=[CH:56][C:52](C(O)=O)=[CH:51][CH:50]=3)=[O:46])[C:40]3[C:35](=[CH:36][CH:37]=[CH:38][CH:39]=3)[C:34]=2[CH:33]=[CH:32][CH:31]=1.F[P-](F)(F)(F)(F)F.Br[P+](N1CCCC1)(N1CCCC1)N1CCCC1.